This data is from Peptide-MHC class I binding affinity with 185,985 pairs from IEDB/IMGT. The task is: Regression. Given a peptide amino acid sequence and an MHC pseudo amino acid sequence, predict their binding affinity value. This is MHC class I binding data. (1) The peptide sequence is QTVKPGNFNK. The MHC is HLA-A68:01 with pseudo-sequence HLA-A68:01. The binding affinity (normalized) is 0.442. (2) The peptide sequence is PYIACRTSI. The MHC is HLA-B07:02 with pseudo-sequence HLA-B07:02. The binding affinity (normalized) is 0.417. (3) The peptide sequence is TPSRVTGGV. The MHC is Patr-A0401 with pseudo-sequence Patr-A0401. The binding affinity (normalized) is 0.0250. (4) The peptide sequence is VILNYIPVL. The MHC is HLA-B57:01 with pseudo-sequence HLA-B57:01. The binding affinity (normalized) is 0.0847.